The task is: Predict which catalyst facilitates the given reaction.. This data is from Catalyst prediction with 721,799 reactions and 888 catalyst types from USPTO. (1) Reactant: C([O:8][C:9]1[CH:10]=[C:11]([CH:34]=[CH:35][CH:36]=1)[CH2:12][N:13]1[C:21]2[C:16](=[CH:17][CH:18]=[CH:19][CH:20]=2)[C:15]2([CH2:25][O:24][C:23]3[CH:26]=[C:27]4[C:31](=[CH:32][C:22]2=3)[CH2:30][CH2:29][O:28]4)[C:14]1=[O:33])C1C=CC=CC=1. Product: [OH:8][C:9]1[CH:10]=[C:11]([CH:34]=[CH:35][CH:36]=1)[CH2:12][N:13]1[C:21]2[C:16](=[CH:17][CH:18]=[CH:19][CH:20]=2)[C:15]2([CH2:25][O:24][C:23]3[CH:26]=[C:27]4[C:31](=[CH:32][C:22]2=3)[CH2:30][CH2:29][O:28]4)[C:14]1=[O:33]. The catalyst class is: 43. (2) Reactant: [CH3:1][O:2][C:3]1[CH:17]=[CH:16][C:6]2[C:7]([C:10]3[CH:15]=[CH:14][CH:13]=[CH:12][CH:11]=3)=[CH:8][O:9][C:5]=2[CH:4]=1.[Li][CH2:19]CCC.CI. Product: [CH3:1][O:2][C:3]1[CH:17]=[CH:16][C:6]2[C:7]([C:10]3[CH:15]=[CH:14][CH:13]=[CH:12][CH:11]=3)=[C:8]([CH3:19])[O:9][C:5]=2[CH:4]=1. The catalyst class is: 1.